This data is from Catalyst prediction with 721,799 reactions and 888 catalyst types from USPTO. The task is: Predict which catalyst facilitates the given reaction. (1) Reactant: [NH2:1][C:2]1[CH:3]=[C:4]([C:8]2[CH:15]=[CH:14][C:11]([C:12]#[N:13])=[C:10]([Cl:16])[CH:9]=2)[CH:5]=[N:6][CH:7]=1.[CH2:17]([C:19]1[CH:24]=[CH:23][C:22]([S:25](Cl)(=[O:27])=[O:26])=[CH:21][CH:20]=1)[CH3:18]. Product: [Cl:16][C:10]1[CH:9]=[C:8]([C:4]2[CH:3]=[C:2]([NH:1][S:25]([C:22]3[CH:23]=[CH:24][C:19]([CH2:17][CH3:18])=[CH:20][CH:21]=3)(=[O:27])=[O:26])[CH:7]=[N:6][CH:5]=2)[CH:15]=[CH:14][C:11]=1[C:12]#[N:13]. The catalyst class is: 17. (2) Reactant: [CH:1]1([CH:4]([O:7][C:8]2[C:9](Cl)=[N:10][C:11]([Cl:20])=[N:12][C:13]=2[N:14]2[CH2:19][CH2:18][O:17][CH2:16][CH2:15]2)[CH2:5][OH:6])[CH2:3][CH2:2]1.[H-].[Na+]. Product: [Cl:20][C:11]1[N:12]=[C:13]([N:14]2[CH2:19][CH2:18][O:17][CH2:16][CH2:15]2)[C:8]2[O:7][CH:4]([CH:1]3[CH2:3][CH2:2]3)[CH2:5][O:6][C:9]=2[N:10]=1. The catalyst class is: 1. (3) Reactant: [CH3:1][O:2][C:3]([C@H:5]1[CH2:10][CH2:9][CH2:8][C:7](=[O:11])[N:6]1[C:12]([O:14][C:15]([CH3:18])([CH3:17])[CH3:16])=[O:13])=[O:4].[F:19][C:20]1[CH:21]=[C:22]([Mg]Br)[CH:23]=[CH:24][C:25]=1[F:26]. Product: [C:15]([O:14][C:12]([NH:6][C@H:5]([CH2:10][CH2:9][CH2:8][C:7]([C:23]1[CH:22]=[CH:21][C:20]([F:19])=[C:25]([F:26])[CH:24]=1)=[O:11])[C:3]([O:2][CH3:1])=[O:4])=[O:13])([CH3:18])([CH3:17])[CH3:16]. The catalyst class is: 1. (4) Reactant: C(N([CH:7]([CH3:9])[CH3:8])CC)(C)C.[C@@H:10]1([NH2:17])[CH2:15][CH2:14][CH2:13][CH2:12][C@@H:11]1[NH2:16].[CH3:18]N1CCCC1=O.[CH2:25]([NH:32][C:33]1[N:42]=[C:41](Cl)[CH:40]=[CH:39][C:34]=1[C:35]([O:37][CH3:38])=[O:36])[C:26]1[CH:31]=[CH:30][CH:29]=[CH:28][CH:27]=1.[C:44]([O:47]CC)(=[O:46])C. Product: [CH2:25]([NH:32][C:33]1[N:42]=[C:41]([NH:16][C@@H:11]2[CH2:12][CH2:13][CH2:14][CH2:15][C@@H:10]2[NH:17][C:44]([O:47][C:7]([CH3:9])([CH3:18])[CH3:8])=[O:46])[CH:40]=[CH:39][C:34]=1[C:35]([O:37][CH3:38])=[O:36])[C:26]1[CH:31]=[CH:30][CH:29]=[CH:28][CH:27]=1. The catalyst class is: 6. (5) Product: [N+:16]([C:14]1[S:15][C:11]([C:30]2[CH:31]=[CH:32][C:33]([C:36]3[N:37]=[N:38][N:39]([CH2:41][O:42][CH2:43][CH2:44][Si:45]([CH3:46])([CH3:47])[CH3:48])[CH:40]=3)=[CH:34][CH:35]=2)=[CH:12][C:13]=1[C:19]([NH2:21])=[O:20])([O-:18])=[O:17]. Reactant: OC(C1N=CC([C:11]2[S:15][C:14]([N+:16]([O-:18])=[O:17])=[C:13]([C:19]([NH2:21])=[O:20])[CH:12]=2)=CC=1)(C)C.CC1(C)C(C)(C)OB([C:30]2[CH:35]=[CH:34][C:33]([C:36]3[N:37]=[N:38][N:39]([CH2:41][O:42][CH2:43][CH2:44][Si:45]([CH3:48])([CH3:47])[CH3:46])[CH:40]=3)=[CH:32][CH:31]=2)O1.C1COCC1.C([O-])([O-])=O.[Na+].[Na+]. The catalyst class is: 257.